From a dataset of Catalyst prediction with 721,799 reactions and 888 catalyst types from USPTO. Predict which catalyst facilitates the given reaction. (1) Reactant: [CH3:1][N:2]1[C:6]2[CH:7]=[CH:8][C:9]([C:11]3[C:12]([C:17]4[CH:22]=[CH:21][CH:20]=[CH:19][CH:18]=4)=[N:13][NH:14][C:15]=3[CH3:16])=[CH:10][C:5]=2[N:4]([CH3:23])[C:3]1=[O:24].[CH2:25](N(CC)CC)C.[C:32](Cl)(=[O:34])[CH3:33]. Product: [CH3:1][N:2]1[C:6]2[CH:7]=[CH:8][C:9]([C:11]3[C:12]([C:17]4[CH:18]=[CH:19][CH:20]=[CH:21][CH:22]=4)=[N:13][NH:14][C:15]=3[CH3:16])=[CH:10][C:5]=2[N:4]([CH3:23])[C:3]1=[O:24].[C:32]([N:14]1[C:15]([CH3:16])=[C:11]([C:9]2[CH:8]=[CH:7][C:6]3[N:2]([CH3:1])[C:3](=[O:24])[N:4]([CH3:23])[C:5]=3[CH:10]=2)[C:12]([C:17]2[CH:18]=[C:19]([CH3:25])[CH:20]=[CH:21][CH:22]=2)=[N:13]1)(=[O:34])[CH3:33]. The catalyst class is: 503. (2) Reactant: [NH:1]([C:3]1[S:4]/[C:5](=[CH:9]\[C:10]2[CH:11]=[C:12]3[C:17](=[CH:18][CH:19]=2)[N:16]=[CH:15][C:14]([C:20]#[N:21])=[C:13]3[O:22][CH:23]([CH3:25])[CH3:24])/[C:6](=[O:8])[N:7]=1)[NH2:2].[ClH:26]. Product: [ClH:26].[NH:1]([C:3]1[S:4]/[C:5](=[CH:9]\[C:10]2[CH:11]=[C:12]3[C:17](=[CH:18][CH:19]=2)[N:16]=[CH:15][C:14]([C:20]#[N:21])=[C:13]3[O:22][CH:23]([CH3:25])[CH3:24])/[C:6](=[O:8])[N:7]=1)[NH2:2]. The catalyst class is: 47. (3) Reactant: [S:1]1[CH:5]=[CH:4][C:3]([C:6]2[CH2:7][CH2:8][N:9](C(OC(C)(C)C)=O)[CH2:10][CH:11]=2)=[CH:2]1.[ClH:19]. Product: [ClH:19].[S:1]1[CH:5]=[CH:4][C:3]([C:6]2[CH2:7][CH2:8][NH:9][CH2:10][CH:11]=2)=[CH:2]1. The catalyst class is: 161. (4) Product: [Cl:1][C:2]1[CH:10]=[CH:9][C:5]([C:6]([NH:12][C:13]2[CH:18]=[N:17][C:16]([OH:19])=[CH:15][CH:14]=2)=[O:7])=[CH:4][N:3]=1. Reactant: [Cl:1][C:2]1[CH:10]=[CH:9][C:5]([C:6](Cl)=[O:7])=[CH:4][N:3]=1.Cl.[NH2:12][C:13]1[CH:14]=[CH:15][C:16]([OH:19])=[N:17][CH:18]=1.C(=O)(O)[O-].[Na+]. The catalyst class is: 7.